This data is from Kir2.1 potassium channel HTS with 301,493 compounds. The task is: Binary Classification. Given a drug SMILES string, predict its activity (active/inactive) in a high-throughput screening assay against a specified biological target. The molecule is S(c1[nH]c2c(n1)cccc2)CC(=O)N\N=C\C=C/c1c([N+]([O-])=O)cccc1. The result is 0 (inactive).